This data is from Full USPTO retrosynthesis dataset with 1.9M reactions from patents (1976-2016). The task is: Predict the reactants needed to synthesize the given product. Given the product [F:33][C:2]([F:1])([F:32])[C@H:3]([NH:5][S:6]([C:9]1[CH:10]=[N:11][C:12]([C:15]2[N:16]([CH:27]3[CH2:28][CH2:29][CH2:30][CH2:31]3)[C:17]3[C:22]([C:23]=2[C:24]#[N:25])=[CH:21][C:20]([Br:34])=[C:19]([CH3:26])[CH:18]=3)=[CH:13][CH:14]=1)(=[O:7])=[O:8])[CH3:4], predict the reactants needed to synthesize it. The reactants are: [F:1][C:2]([F:33])([F:32])[C@H:3]([NH:5][S:6]([C:9]1[CH:10]=[N:11][C:12]([C:15]2[N:16]([CH:27]3[CH2:31][CH2:30][CH2:29][CH2:28]3)[C:17]3[C:22]([C:23]=2[C:24]#[N:25])=[CH:21][CH:20]=[C:19]([CH3:26])[CH:18]=3)=[CH:13][CH:14]=1)(=[O:8])=[O:7])[CH3:4].[Br:34]Br.